The task is: Predict the product of the given reaction.. This data is from Forward reaction prediction with 1.9M reactions from USPTO patents (1976-2016). (1) Given the reactants C([S:4][C@@H:5]1[CH2:22][CH2:21][C@@:20]2([CH3:23])[CH:7]([C:8](=[CH2:25])[CH2:9][C@@H:10]3[C@@H:19]2[CH2:18][CH2:17][C@@:15]2([CH3:16])[C@H:11]3[CH2:12][CH2:13][C:14]2=[O:24])[CH2:6]1)(=O)C, predict the reaction product. The product is: [SH:4][C@@H:5]1[CH2:22][CH2:21][C@@:20]2([CH3:23])[CH:7]([C:8](=[CH2:25])[CH2:9][C@@H:10]3[C@@H:19]2[CH2:18][CH2:17][C@@:15]2([CH3:16])[C@H:11]3[CH2:12][CH2:13][C:14]2=[O:24])[CH2:6]1. (2) The product is: [CH3:24][O:1][C:2]1[C:11]2[C:6](=[CH:7][CH:8]=[CH:9][CH:10]=2)[N:5]([CH3:12])[C:4](=[O:13])[C:3]=1[C:14]([NH:16][CH2:17][C:18]([OH:20])=[O:19])=[O:15]. Given the reactants [OH:1][C:2]1[C:11]2[C:6](=[CH:7][CH:8]=[CH:9][CH:10]=2)[N:5]([CH3:12])[C:4](=[O:13])[C:3]=1[C:14]([NH:16][CH2:17][C:18]([O:20]C)=[O:19])=[O:15].CO.[C:24]1(P(C2C=CC=CC=2)C2C=CC=CC=2)C=CC=CC=1.N(C(OCC)=O)=NC(OCC)=O, predict the reaction product.